From a dataset of Forward reaction prediction with 1.9M reactions from USPTO patents (1976-2016). Predict the product of the given reaction. (1) The product is: [CH2:8]([O:10][C:11]([C@H:12]1[CH2:13][CH2:14][C:15]([C:16]2[CH:21]=[CH:20][C:19]([F:22])=[C:18]([F:23])[CH:17]=2)=[N:25]1)=[O:33])[CH3:9]. Given the reactants Cl.C(OCC)(=O)C.[CH2:8]([O:10][C:11](=[O:33])[C@H:12]([NH:25]C(OC(C)(C)C)=O)[CH2:13][CH2:14][C:15](=O)[C:16]1[CH:21]=[CH:20][C:19]([F:22])=[C:18]([F:23])[CH:17]=1)[CH3:9], predict the reaction product. (2) Given the reactants C(=O)([O-])[O-].[K+].[K+].Cl[C:8]1[CH:13]=[CH:12][C:11]([N+:14]([O-:16])=[O:15])=[CH:10][N:9]=1.[CH3:17][CH:18]1[CH2:23][NH:22][CH2:21][CH2:20][NH:19]1, predict the reaction product. The product is: [CH3:17][CH:18]1[NH:19][CH2:20][CH2:21][N:22]([C:8]2[CH:13]=[CH:12][C:11]([N+:14]([O-:16])=[O:15])=[CH:10][N:9]=2)[CH2:23]1.